This data is from Peptide-MHC class II binding affinity with 134,281 pairs from IEDB. The task is: Regression. Given a peptide amino acid sequence and an MHC pseudo amino acid sequence, predict their binding affinity value. This is MHC class II binding data. (1) The peptide sequence is HAAIGAYLEEQEQWK. The MHC is DRB1_0801 with pseudo-sequence DRB1_0801. The binding affinity (normalized) is 0.439. (2) The peptide sequence is KDKWIELKESWGAIW. The MHC is HLA-DQA10102-DQB10502 with pseudo-sequence HLA-DQA10102-DQB10502. The binding affinity (normalized) is 0.0266. (3) The peptide sequence is AVQVTFTVQKGSDPK. The MHC is DRB3_0101 with pseudo-sequence DRB3_0101. The binding affinity (normalized) is 0.0305. (4) The MHC is DRB1_0901 with pseudo-sequence DRB1_0901. The peptide sequence is PVSPGEMRLRDDQRK. The binding affinity (normalized) is 0. (5) The peptide sequence is YVAWMSATAALAREA. The MHC is HLA-DQA10101-DQB10501 with pseudo-sequence HLA-DQA10101-DQB10501. The binding affinity (normalized) is 0.433. (6) The peptide sequence is GPSLYSIVSPFIPLL. The MHC is DRB1_1101 with pseudo-sequence DRB1_1101. The binding affinity (normalized) is 0.105.